This data is from Peptide-MHC class I binding affinity with 185,985 pairs from IEDB/IMGT. The task is: Regression. Given a peptide amino acid sequence and an MHC pseudo amino acid sequence, predict their binding affinity value. This is MHC class I binding data. (1) The peptide sequence is SPMETTAEF. The MHC is HLA-A69:01 with pseudo-sequence HLA-A69:01. The binding affinity (normalized) is 0.393. (2) The peptide sequence is FLGKIWPSYK. The MHC is HLA-B42:01 with pseudo-sequence HLA-B42:01. The binding affinity (normalized) is 0.253.